This data is from Full USPTO retrosynthesis dataset with 1.9M reactions from patents (1976-2016). The task is: Predict the reactants needed to synthesize the given product. (1) The reactants are: [CH3:1][O:2][C:3]1[CH:4]=[C:5]2[C:9](=[CH:10][C:11]=1[O:12][CH3:13])[NH:8][C:7]([C:14]#[N:15])=[C:6]2[C:16]1[CH:21]=[CH:20][C:19]([O:22][CH3:23])=[CH:18][CH:17]=1.[Sn]([N:37]=[N+:38]=[N-:39])(CCCC)(CCCC)CCCC.Cl.CO. Given the product [CH3:1][O:2][C:3]1[CH:4]=[C:5]2[C:9](=[CH:10][C:11]=1[O:12][CH3:13])[NH:8][C:7]([C:14]1[NH:39][N:38]=[N:37][N:15]=1)=[C:6]2[C:16]1[CH:17]=[CH:18][C:19]([O:22][CH3:23])=[CH:20][CH:21]=1, predict the reactants needed to synthesize it. (2) Given the product [N:4]1[CH:9]=[CH:8][C:7]([N:10]2[CH2:15][CH2:14][C:13](=[N:2][NH2:3])[CH2:12][CH2:11]2)=[CH:6][CH:5]=1, predict the reactants needed to synthesize it. The reactants are: O.[NH2:2][NH2:3].[N:4]1[CH:9]=[CH:8][C:7]([N:10]2[CH2:15][CH2:14][C:13](=O)[CH2:12][CH2:11]2)=[CH:6][CH:5]=1. (3) Given the product [CH2:9]([N:4]1[CH:5]=[CH:6][C:2]([CH3:1])=[N:3]1)[C:10]1[CH:15]=[CH:14][CH:13]=[CH:12][CH:11]=1, predict the reactants needed to synthesize it. The reactants are: [CH3:1][C:2]1[CH:6]=[CH:5][NH:4][N:3]=1.[H-].[Na+].[CH2:9](Br)[C:10]1[CH:15]=[CH:14][CH:13]=[CH:12][CH:11]=1. (4) Given the product [ClH:16].[ClH:16].[Cl:16][C:17]1[CH:24]=[CH:23][C:22]([O:25][C:26]([F:27])([F:28])[F:29])=[CH:21][C:18]=1[CH2:19][NH:1][C@@H:2]1[CH2:8][CH2:7][C@@H:6]2[NH:9][C@@:3]1([C:10]1[CH:15]=[CH:14][CH:13]=[CH:12][CH:11]=1)[CH2:4][CH2:5]2, predict the reactants needed to synthesize it. The reactants are: [NH2:1][C@@H:2]1[CH2:8][CH2:7][C@@H:6]2[NH:9][C@@:3]1([C:10]1[CH:15]=[CH:14][CH:13]=[CH:12][CH:11]=1)[CH2:4][CH2:5]2.[Cl:16][C:17]1[CH:24]=[CH:23][C:22]([O:25][C:26]([F:29])([F:28])[F:27])=[CH:21][C:18]=1[CH:19]=O.C(O[BH-](OC(=O)C)OC(=O)C)(=O)C.[Na+].C([BH3-])#N.[Na+].C(=O)([O-])O.[Na+]. (5) Given the product [OH:62][CH:61]([C:59]1[N:58]=[CH:57][N:56]([C:37]([C:38]2[CH:43]=[CH:42][CH:41]=[CH:40][CH:39]=2)([C:44]2[CH:45]=[CH:46][CH:47]=[CH:48][CH:49]=2)[C:50]2[CH:55]=[CH:54][CH:53]=[CH:52][CH:51]=2)[CH:60]=1)[C:2]1[CH:3]=[C:4]2[C:9](=[CH:10][CH:11]=1)[CH:8]=[C:7]([C:12]([NH:14][CH3:15])=[O:13])[CH:6]=[CH:5]2, predict the reactants needed to synthesize it. The reactants are: Br[C:2]1[CH:3]=[C:4]2[C:9](=[CH:10][CH:11]=1)[CH:8]=[C:7]([C:12]([NH:14][CH3:15])=[O:13])[CH:6]=[CH:5]2.O1CCCC1.C([Mg]Cl)(C)C.CCCCCC.C([Li])CCC.[C:37]([N:56]1[CH:60]=[C:59]([CH:61]=[O:62])[N:58]=[CH:57]1)([C:50]1[CH:55]=[CH:54][CH:53]=[CH:52][CH:51]=1)([C:44]1[CH:49]=[CH:48][CH:47]=[CH:46][CH:45]=1)[C:38]1[CH:43]=[CH:42][CH:41]=[CH:40][CH:39]=1.[Cl-].[NH4+]. (6) Given the product [CH3:17][O:18][C:19]1[CH:24]=[C:23]([O:25][CH3:26])[N:22]=[C:21]([N:27]2[CH2:34][CH:33]3[CH:29]([CH2:30][N:31]([C:4]([C:3]4[C:7]([C:11]5[N:16]=[CH:15][CH:14]=[CH:13][N:12]=5)=[CH:8][CH:9]=[CH:10][C:2]=4[F:1])=[O:6])[CH2:32]3)[CH2:28]2)[N:20]=1, predict the reactants needed to synthesize it. The reactants are: [F:1][C:2]1[CH:10]=[CH:9][CH:8]=[C:7]([C:11]2[N:16]=[CH:15][CH:14]=[CH:13][N:12]=2)[C:3]=1[C:4]([OH:6])=O.[CH3:17][O:18][C:19]1[CH:24]=[C:23]([O:25][CH3:26])[N:22]=[C:21]([N:27]2[CH2:34][CH:33]3[CH:29]([CH2:30][NH:31][CH2:32]3)[CH2:28]2)[N:20]=1. (7) Given the product [CH3:22][NH:1][C@H:2]1[CH2:21][N:6]2[C:7]3[C:12]([C:13]([CH2:14][C:15]([O:17][CH2:18][CH2:19][CH3:20])=[O:16])=[C:5]2[CH2:4][CH2:3]1)=[CH:11][CH:10]=[CH:9][CH:8]=3, predict the reactants needed to synthesize it. The reactants are: [NH2:1][C@H:2]1[CH2:21][N:6]2[C:7]3[C:12]([C:13]([CH2:14][C:15]([O:17][CH2:18][CH2:19][CH3:20])=[O:16])=[C:5]2[CH2:4][CH2:3]1)=[CH:11][CH:10]=[CH:9][CH:8]=3.[CH3:22]C(OC(OC(OC(C)(C)C)=O)=O)(C)C. (8) Given the product [NH2:2][C:1]([C:3]1[CH:4]=[C:5]([NH:9][C:10](=[O:20])[CH:11]=[CH:12][C:13]2[CH:18]=[CH:17][CH:16]=[CH:15][C:14]=2[Cl:19])[CH:6]=[CH:7][CH:8]=1)=[S:23], predict the reactants needed to synthesize it. The reactants are: [C:1]([C:3]1[CH:4]=[C:5]([NH:9][C:10](=[O:20])[CH:11]=[CH:12][C:13]2[CH:18]=[CH:17][CH:16]=[CH:15][C:14]=2[Cl:19])[CH:6]=[CH:7][CH:8]=1)#[N:2].C(N)(=[S:23])C.Cl. (9) Given the product [CH3:41][C:42]1[C:43]([N:49]2[CH2:50][CH2:51][N:52]([C:55]([C:57]3[CH:58]=[CH:59][C:60]([N:63]4[CH:67]([CH3:68])[C:66](=[O:69])[NH:65][C:64]4=[O:79])=[N:61][CH:62]=3)=[O:56])[CH2:53][CH2:54]2)=[N:44][CH:45]=[C:46]([CH3:48])[CH:47]=1, predict the reactants needed to synthesize it. The reactants are: BrC1N=CC(C(N2CCN(C3C(C)=CC(C)=CN=3)CC2)=O)=CC=1.COC1C=CC(CN2C(=O)C(C)NC2=O)=CC=1.[CH3:41][C:42]1[C:43]([N:49]2[CH2:54][CH2:53][N:52]([C:55]([C:57]3[CH:58]=[CH:59][C:60]([N:63]4[CH:67]([CH3:68])[C:66](=[O:69])[N:65](CC5C=CC(OC)=CC=5)[C:64]4=[O:79])=[N:61][CH:62]=3)=[O:56])[CH2:51][CH2:50]2)=[N:44][CH:45]=[C:46]([CH3:48])[CH:47]=1. (10) Given the product [N:28]1([C:33]([N:24]2[C:23](=[O:25])[O:22][N:21]=[C:20]2[C:16]2[CH:15]=[C:14]([C:13]([F:12])([F:26])[F:27])[CH:19]=[CH:18][N:17]=2)=[O:34])[CH2:32][CH2:31][CH2:30][CH2:29]1, predict the reactants needed to synthesize it. The reactants are: N12CCCN=C1CCCCC2.[F:12][C:13]([F:27])([F:26])[C:14]1[CH:19]=[CH:18][N:17]=[C:16]([C:20]2[NH:21][O:22][C:23](=[O:25])[N:24]=2)[CH:15]=1.[N:28]1([C:33](Cl)=[O:34])[CH2:32][CH2:31][CH2:30][CH2:29]1.